Dataset: Reaction yield outcomes from USPTO patents with 853,638 reactions. Task: Predict the reaction yield, written as a fraction of the theoretical maximum amount of product (1.0 means a 100% yield; for example, 0.34 means a 34% yield). (1) The reactants are [Br:1][C:2]1[CH:7]=[CH:6][C:5]([OH:8])=[C:4]([Cl:9])[CH:3]=1.[N+]([C:13]1C=CC(OC)=CC=1C(F)(F)F)([O-])=O. No catalyst specified. The product is [Br:1][C:2]1[CH:7]=[CH:6][C:5]([O:8][CH3:13])=[C:4]([Cl:9])[CH:3]=1. The yield is 0.930. (2) The catalyst is CO. The yield is 0.580. The product is [Cl:1][C:2]1[CH:10]=[CH:9][C:5]([C:6]([NH2:35])=[O:7])=[CH:4][C:3]=1[C:11]1[O:15][N:14]=[C:13]([CH2:16][N:17]2[C:25]3[C:20](=[C:21]([C:28]([F:29])([F:30])[F:31])[C:22]([C:26]#[N:27])=[CH:23][CH:24]=3)[CH:19]=[C:18]2[CH2:32][CH2:33][CH3:34])[N:12]=1. The reactants are [Cl:1][C:2]1[CH:10]=[CH:9][C:5]([C:6](Cl)=[O:7])=[CH:4][C:3]=1[C:11]1[O:15][N:14]=[C:13]([CH2:16][N:17]2[C:25]3[C:20](=[C:21]([C:28]([F:31])([F:30])[F:29])[C:22]([C:26]#[N:27])=[CH:23][CH:24]=3)[CH:19]=[C:18]2[CH2:32][CH2:33][CH3:34])[N:12]=1.[NH3:35]. (3) The reactants are C[O:2][C:3]([C:5]1[N:6]([C:11]2[CH:16]=[CH:15][C:14]([Br:17])=[CH:13][CH:12]=2)[N:7]=[N:8][C:9]=1[CH3:10])=[O:4].[Li+].[OH-]. The catalyst is C1COCC1.O. The product is [Br:17][C:14]1[CH:15]=[CH:16][C:11]([N:6]2[C:5]([C:3]([OH:4])=[O:2])=[C:9]([CH3:10])[N:8]=[N:7]2)=[CH:12][CH:13]=1. The yield is 1.10.